Dataset: Full USPTO retrosynthesis dataset with 1.9M reactions from patents (1976-2016). Task: Predict the reactants needed to synthesize the given product. (1) Given the product [NH2:22][C:7]1[CH:8]=[C:9]([NH:12][S:13]([C:16]2[CH:17]=[CH:18][CH:19]=[CH:20][CH:21]=2)(=[O:15])=[O:14])[CH:10]=[CH:11][C:6]=1[NH:5][CH2:4][CH:1]1[CH2:2][CH2:3]1, predict the reactants needed to synthesize it. The reactants are: [CH:1]1([CH2:4][NH:5][C:6]2[CH:11]=[CH:10][C:9]([NH:12][S:13]([C:16]3[CH:21]=[CH:20][CH:19]=[CH:18][CH:17]=3)(=[O:15])=[O:14])=[CH:8][C:7]=2[N+:22]([O-])=O)[CH2:3][CH2:2]1. (2) Given the product [ClH:2].[Cl:2][C:3]1[CH:8]=[CH:7][CH:6]=[CH:5][C:4]=1[C:9]1[N:10]([CH2:26][CH2:27][NH:28][C:29](=[O:32])[O:30][CH3:31])[C:11]2[C:16]([N:17]=1)=[C:15]([N:18]1[CH2:23][CH2:22][N:21]([CH3:24])[CH2:20][CH2:19]1)[N:14]=[C:13]([CH3:25])[N:12]=2, predict the reactants needed to synthesize it. The reactants are: Cl.[Cl:2][C:3]1[CH:8]=[CH:7][CH:6]=[CH:5][C:4]=1[C:9]1[N:10]([CH2:26][CH2:27][NH:28][C:29](=[O:32])[O:30][CH3:31])[C:11]2[C:16]([N:17]=1)=[C:15]([N:18]1[CH2:23][CH2:22][N:21]([CH3:24])[CH2:20][CH2:19]1)[N:14]=[C:13]([CH3:25])[N:12]=2.